From a dataset of Forward reaction prediction with 1.9M reactions from USPTO patents (1976-2016). Predict the product of the given reaction. (1) Given the reactants [CH2:1]([O:3][C:4](=[O:27])[CH2:5][C:6]1[C:7]([Cl:26])=[N:8][CH:9]=[C:10]([C:12]2[CH:17]=[CH:16][C:15]([C:18]([F:21])([F:20])[F:19])=[CH:14][C:13]=2[CH2:22][NH:23][CH2:24][CH3:25])[CH:11]=1)[CH3:2].[CH:28]1([C:31](O)=[O:32])[CH2:30][CH2:29]1, predict the reaction product. The product is: [CH2:1]([O:3][C:4](=[O:27])[CH2:5][C:6]1[C:7]([Cl:26])=[N:8][CH:9]=[C:10]([C:12]2[CH:17]=[CH:16][C:15]([C:18]([F:19])([F:20])[F:21])=[CH:14][C:13]=2[CH2:22][N:23]([C:31]([CH:28]2[CH2:30][CH2:29]2)=[O:32])[CH2:24][CH3:25])[CH:11]=1)[CH3:2]. (2) Given the reactants Br[C:2]1[N:7]=[C:6]2[N:8]([CH2:12][C:13]3[C:18]([F:19])=[CH:17][CH:16]=[C:15]([F:20])[C:14]=3[Cl:21])[CH2:9][CH2:10][NH:11][C:5]2=[N:4][CH:3]=1.[CH3:22][N:23]1[CH2:28][CH2:27][N:26]([C:29]2[CH:34]=[CH:33][C:32](B3OC(C)(C)C(C)(C)O3)=[CH:31][N:30]=2)[CH2:25][CH2:24]1, predict the reaction product. The product is: [Cl:21][C:14]1[C:15]([F:20])=[CH:16][CH:17]=[C:18]([F:19])[C:13]=1[CH2:12][N:8]1[C:6]2=[N:7][C:2]([C:33]3[CH:32]=[CH:31][N:30]=[C:29]([N:26]4[CH2:25][CH2:24][N:23]([CH3:22])[CH2:28][CH2:27]4)[CH:34]=3)=[CH:3][N:4]=[C:5]2[NH:11][CH2:10][CH2:9]1.